Dataset: Reaction yield outcomes from USPTO patents with 853,638 reactions. Task: Predict the reaction yield, written as a fraction of the theoretical maximum amount of product (1.0 means a 100% yield; for example, 0.34 means a 34% yield). (1) The reactants are [F:1][C:2]1[C:10]([CH3:11])=[CH:9][CH:8]=[C:7]([F:12])[C:3]=1[C:4]([OH:6])=[O:5].S(Cl)(Cl)=O.[CH3:17]O. No catalyst specified. The product is [F:1][C:2]1[C:10]([CH3:11])=[CH:9][CH:8]=[C:7]([F:12])[C:3]=1[C:4]([O:6][CH3:17])=[O:5]. The yield is 0.860. (2) The product is [NH2:1][C:2]1[C:3]2[CH:11]=[CH:10][N:9]([C:12]3[C:13]([CH3:20])=[CH:14][C:15]([CH3:19])=[CH:16][C:17]=3[CH3:18])[C:4]=2[C:5](=[O:8])[N:6]([CH3:23])[N:7]=1. The catalyst is CN(C=O)C.O. The reactants are [NH2:1][C:2]1[C:3]2[CH:11]=[CH:10][N:9]([C:12]3[C:17]([CH3:18])=[CH:16][C:15]([CH3:19])=[CH:14][C:13]=3[CH3:20])[C:4]=2[C:5](=[O:8])[NH:6][N:7]=1.[H-].[Na+].[CH3:23]I. The yield is 0.500.